Dataset: Full USPTO retrosynthesis dataset with 1.9M reactions from patents (1976-2016). Task: Predict the reactants needed to synthesize the given product. Given the product [CH:22]12[N:25]([C:26]3[N:31]=[C:30]([C:32]([F:35])([F:33])[F:34])[C:29]([NH:36][C:16]([C:3]4[C:2](=[O:1])[C:11]5[C:6](=[CH:7][CH:8]=[CH:9][C:10]=5[C:12]([F:13])([F:14])[F:15])[NH:5][CH:4]=4)=[O:18])=[CH:28][CH:27]=3)[CH:19]([CH2:20][CH2:21]1)[CH2:24][CH2:23]2, predict the reactants needed to synthesize it. The reactants are: [O:1]=[C:2]1[C:11]2[C:6](=[CH:7][CH:8]=[CH:9][C:10]=2[C:12]([F:15])([F:14])[F:13])[NH:5][CH:4]=[C:3]1[C:16]([OH:18])=O.[CH:19]12[N:25]([C:26]3[N:31]=[C:30]([C:32]([F:35])([F:34])[F:33])[C:29]([NH2:36])=[CH:28][CH:27]=3)[CH:22]([CH2:23][CH2:24]1)[CH2:21][CH2:20]2.N1C=CC=CC=1.